Predict the reaction yield, written as a fraction of the theoretical maximum amount of product (1.0 means a 100% yield; for example, 0.34 means a 34% yield). From a dataset of Reaction yield outcomes from USPTO patents with 853,638 reactions. (1) The reactants are [Cl:1][C:2]1[N:10]=[C:9]2[C:5]([N:6]=[CH:7][N:8]2[CH2:11][CH3:12])=[C:4]([N:13]2[CH2:18][CH2:17][O:16][CH2:15][C@@H:14]2[CH3:19])[N:3]=1.C([N-]C(C)C)(C)C.[Li+].ClCC[I:31]. The catalyst is C1COCC1. The product is [Cl:1][C:2]1[N:10]=[C:9]2[C:5]([N:6]=[C:7]([I:31])[N:8]2[CH2:11][CH3:12])=[C:4]([N:13]2[CH2:18][CH2:17][O:16][CH2:15][C@@H:14]2[CH3:19])[N:3]=1. The yield is 0.907. (2) The reactants are Br[C:2]1[S:10][C:9]2[C:4](=[N:5][CH:6]=[CH:7][C:8]=2[NH:11][C:12]2[CH:13]=[C:14]3[C:18](=[CH:19][CH:20]=2)[NH:17][CH:16]=[CH:15]3)[CH:3]=1.C([Sn](CCCC)(CCCC)[C:26]1[CH:31]=[CH:30][CH:29]=[CH:28][N:27]=1)CCC. The catalyst is CN(C)C=O.[Cu](I)I.[CH2-]C1C=CC=CC=1.C1C=CC(P(C2C=CC=CC=2)C2C=CC=CC=2)=CC=1.C1C=CC(P(C2C=CC=CC=2)C2C=CC=CC=2)=CC=1.Cl[Pd+]. The product is [NH:17]1[C:18]2[C:14](=[CH:13][C:12]([NH:11][C:8]3[CH:7]=[CH:6][N:5]=[C:4]4[CH:3]=[C:2]([C:26]5[CH:31]=[CH:30][CH:29]=[CH:28][N:27]=5)[S:10][C:9]=34)=[CH:20][CH:19]=2)[CH:15]=[CH:16]1. The yield is 0.280. (3) The reactants are [CH3:1][C:2]1[CH:11]=[CH:10][C:5]([C:6](=[O:9])[CH2:7]Br)=[CH:4][CH:3]=1.[Cl:12][C:13]1[CH:18]=[CH:17][C:16]([SH:19])=[CH:15][CH:14]=1.C(=O)([O-])[O-].[K+].[K+]. The catalyst is CN(C=O)C. The product is [Cl:12][C:13]1[CH:18]=[CH:17][C:16]([S:19][CH2:7][C:6]([C:5]2[CH:10]=[CH:11][C:2]([CH3:1])=[CH:3][CH:4]=2)=[O:9])=[CH:15][CH:14]=1. The yield is 0.820. (4) The reactants are [NH2:1][C:2]1[CH:11]=[C:10]2[C:5]([C:6]([NH:12][C:13]3[CH:18]=[CH:17][CH:16]=[C:15]([Br:19])[CH:14]=3)=[N:7][CH:8]=[N:9]2)=[CH:4][CH:3]=1.[C:20](O)(=[O:24])[C:21]([CH3:23])=[CH2:22].Cl.CN(C)CCCN=C=NCC. The catalyst is CN(C=O)C. The product is [Br:19][C:15]1[CH:14]=[C:13]([NH:12][C:6]2[C:5]3[C:10](=[CH:11][C:2]([NH:1][C:20](=[O:24])[C:21]([CH3:23])=[CH2:22])=[CH:3][CH:4]=3)[N:9]=[CH:8][N:7]=2)[CH:18]=[CH:17][CH:16]=1. The yield is 0.240. (5) The reactants are Br[CH2:2][C:3]1[CH:8]=[CH:7][C:6]([N+:9]([O-:11])=[O:10])=[CH:5][C:4]=1[CH2:12]Br.C([O-])([O-])=O.[K+].[K+].[CH3:20][C:21]1([NH2:27])[CH2:26][CH2:25][O:24][CH2:23][CH2:22]1. The catalyst is CC#N. The product is [CH3:20][C:21]1([N:27]2[CH2:12][C:4]3[C:3](=[CH:8][CH:7]=[C:6]([N+:9]([O-:11])=[O:10])[CH:5]=3)[CH2:2]2)[CH2:26][CH2:25][O:24][CH2:23][CH2:22]1. The yield is 0.880. (6) The reactants are C[O:2][C:3]([C:5]1[N:13]([CH3:14])[C:12]2[C:7](=[N:8][CH:9]=[CH:10][CH:11]=2)[CH:6]=1)=[O:4].[OH-].[Li+].O.Cl. The catalyst is C1COCC1.CO. The product is [CH3:14][N:13]1[C:12]2[C:7](=[N:8][CH:9]=[CH:10][CH:11]=2)[CH:6]=[C:5]1[C:3]([OH:4])=[O:2]. The yield is 0.640.